Predict the product of the given reaction. From a dataset of Forward reaction prediction with 1.9M reactions from USPTO patents (1976-2016). Given the reactants [CH2:1]([SH:21])[CH2:2][CH2:3][CH2:4]/[CH:5]=[CH:6]\[CH2:7]/[CH:8]=[CH:9]\[CH2:10]/[CH:11]=[CH:12]\[CH2:13]/[CH:14]=[CH:15]\[CH2:16]/[CH:17]=[CH:18]\[CH2:19][CH3:20].[H-].[Na+].Br[CH:25]([CH3:31])[C:26]([O:28][CH2:29][CH3:30])=[O:27].[NH4+].[Cl-], predict the reaction product. The product is: [CH2:1]([S:21][CH:25]([CH3:31])[C:26]([O:28][CH2:29][CH3:30])=[O:27])[CH2:2][CH2:3][CH2:4]/[CH:5]=[CH:6]\[CH2:7]/[CH:8]=[CH:9]\[CH2:10]/[CH:11]=[CH:12]\[CH2:13]/[CH:14]=[CH:15]\[CH2:16]/[CH:17]=[CH:18]\[CH2:19][CH3:20].